Predict the reaction yield, written as a fraction of the theoretical maximum amount of product (1.0 means a 100% yield; for example, 0.34 means a 34% yield). From a dataset of Reaction yield outcomes from USPTO patents with 853,638 reactions. (1) The reactants are [CH3:1][C:2]1([CH3:23])[CH2:11][C:10]2[C:5](=[CH:6][CH:7]=[C:8]([C:12]#[N:13])[CH:9]=2)[NH:4][CH:3]1[C:14]1[CH:19]=[CH:18][CH:17]=[C:16]([N+:20]([O-])=O)[CH:15]=1. The catalyst is C(O)C.Cl.[Fe]. The product is [NH2:20][C:16]1[CH:15]=[C:14]([CH:3]2[C:2]([CH3:1])([CH3:23])[CH2:11][C:10]3[C:5](=[CH:6][CH:7]=[C:8]([C:12]#[N:13])[CH:9]=3)[NH:4]2)[CH:19]=[CH:18][CH:17]=1. The yield is 0.250. (2) The reactants are [Cl:1][C:2]1[CH:7]=[C:6]([F:8])[C:5]([NH:9][C:10]([NH:12][C:13]2[CH:18]=[CH:17][CH:16]=[CH:15][CH:14]=2)=[O:11])=[CH:4][C:3]=1[C:19]1[C:20](=[O:39])[N:21]([CH2:37][CH3:38])[C:22]2[C:27]([CH:28]=1)=[CH:26][N:25]=[C:24]([NH:29][C:30]([C@@H:32]1[CH2:36][CH2:35][CH2:34][NH:33]1)=[O:31])[CH:23]=2.[ClH:40].CC(OC)(C)C. The catalyst is CC#N. The product is [ClH:1].[ClH:40].[Cl:1][C:2]1[CH:7]=[C:6]([F:8])[C:5]([NH:9][C:10]([NH:12][C:13]2[CH:14]=[CH:15][CH:16]=[CH:17][CH:18]=2)=[O:11])=[CH:4][C:3]=1[C:19]1[C:20](=[O:39])[N:21]([CH2:37][CH3:38])[C:22]2[C:27]([CH:28]=1)=[CH:26][N:25]=[C:24]([NH:29][C:30]([C@@H:32]1[CH2:36][CH2:35][CH2:34][NH:33]1)=[O:31])[CH:23]=2. The yield is 0.630.